Dataset: Peptide-MHC class I binding affinity with 185,985 pairs from IEDB/IMGT. Task: Regression. Given a peptide amino acid sequence and an MHC pseudo amino acid sequence, predict their binding affinity value. This is MHC class I binding data. (1) The binding affinity (normalized) is 0. The peptide sequence is GIDTSNNIA. The MHC is HLA-A02:03 with pseudo-sequence HLA-A02:03. (2) The peptide sequence is WASRELERF. The MHC is Patr-B0101 with pseudo-sequence Patr-B0101. The binding affinity (normalized) is 0.196.